This data is from Forward reaction prediction with 1.9M reactions from USPTO patents (1976-2016). The task is: Predict the product of the given reaction. Given the reactants Cl.[NH2:2][C@H:3]1[CH2:6][C@H:5]([N:7]2[C:11]3=[N:12][CH:13]=[CH:14][N:15]=[C:10]3[N:9]([CH:16]3[CH2:18][CH2:17]3)[C:8]2=[O:19])[CH2:4]1.Cl[C:21]1[N:30]=[CH:29][C:28]2[C:23](=[CH:24][CH:25]=[CH:26][CH:27]=2)[N:22]=1.C(NC(C)C)(C)C, predict the reaction product. The product is: [CH:16]1([N:9]2[C:10]3=[N:15][CH:14]=[CH:13][N:12]=[C:11]3[N:7]([C@H:5]3[CH2:6][C@H:3]([NH:2][C:21]4[N:30]=[CH:29][C:28]5[C:23](=[CH:24][CH:25]=[CH:26][CH:27]=5)[N:22]=4)[CH2:4]3)[C:8]2=[O:19])[CH2:17][CH2:18]1.